From a dataset of Full USPTO retrosynthesis dataset with 1.9M reactions from patents (1976-2016). Predict the reactants needed to synthesize the given product. Given the product [C:2]([O:4][CH:5]([O:6][C:35](=[O:36])[CH3:34])[C:7]1[CH:18]=[CH:17][C:16]([C:14]([C:11]2[CH:10]=[CH:9][N:8]=[CH:13][CH:12]=2)=[O:15])=[CH:21][CH:20]=1)(=[O:3])[CH3:1], predict the reactants needed to synthesize it. The reactants are: [CH3:1][C:2]([O:4][C:5]([CH3:7])=[O:6])=[O:3].[N:8]1[CH:13]=[CH:12][C:11]([C:14]([C:16]2[CH:21]=[CH:20]C(C)=[CH:18][CH:17]=2)=[O:15])=[CH:10][CH:9]=1.OS(O)(=O)=O.C([O-])([O-])=O.[K+].[K+].[CH3:34][C:35](O)=[O:36].